Dataset: Catalyst prediction with 721,799 reactions and 888 catalyst types from USPTO. Task: Predict which catalyst facilitates the given reaction. (1) Product: [CH2:24]([N:13]1[C:12]([CH2:11][S:10][C:7]2[CH:8]=[CH:9][C:4]([N+:1]([O-:3])=[O:2])=[CH:5][CH:6]=2)=[N:16][N:15]=[N:14]1)[CH3:25].[CH2:24]([N:14]1[N:15]=[N:16][C:12]([CH2:11][S:10][C:7]2[CH:8]=[CH:9][C:4]([N+:1]([O-:3])=[O:2])=[CH:5][CH:6]=2)=[N:13]1)[CH3:25]. Reactant: [N+:1]([C:4]1[CH:9]=[CH:8][C:7]([S:10][CH2:11][C:12]2[NH:16][N:15]=[N:14][N:13]=2)=[CH:6][CH:5]=1)([O-:3])=[O:2].C(=O)([O-])[O-].[K+].[K+].I[CH2:24][CH3:25]. The catalyst class is: 10. (2) Reactant: [Cl:1][C:2]1[CH:7]=[C:6]([C:8]2[CH:13]=[CH:12][CH:11]=[C:10]([CH3:14])[N:9]=2)[CH:5]=[CH:4][C:3]=1[C:15]1[C:26](=[O:27])[NH:25][C:18]2[N:19]=[C:20]([S:23][CH3:24])[N:21]=[CH:22][C:17]=2[CH:16]=1.CS(O[CH2:33][CH2:34][N:35]1[CH2:40][CH2:39][N:38]([C:41]([O:43][C:44]([CH3:47])([CH3:46])[CH3:45])=[O:42])[CH2:37][CH2:36]1)(=O)=O.C([O-])([O-])=O.[Cs+].[Cs+].CN(C=O)C. Product: [Cl:1][C:2]1[CH:7]=[C:6]([C:8]2[CH:13]=[CH:12][CH:11]=[C:10]([CH3:14])[N:9]=2)[CH:5]=[CH:4][C:3]=1[C:15]1[C:26](=[O:27])[N:25]([CH2:33][CH2:34][N:35]2[CH2:40][CH2:39][N:38]([C:41]([O:43][C:44]([CH3:45])([CH3:47])[CH3:46])=[O:42])[CH2:37][CH2:36]2)[C:18]2[N:19]=[C:20]([S:23][CH3:24])[N:21]=[CH:22][C:17]=2[CH:16]=1. The catalyst class is: 6. (3) Reactant: [I:1][C:2]1[CH:10]=[C:9]2[C:5]([CH:6]=[CH:7][NH:8]2)=[CH:4][C:3]=1[F:11].[H-].[Na+].I[CH3:15]. Product: [F:11][C:3]1[CH:4]=[C:5]2[C:9](=[CH:10][C:2]=1[I:1])[N:8]([CH3:15])[CH:7]=[CH:6]2. The catalyst class is: 3. (4) Product: [NH2:57][C:54]1[CH:55]=[CH:56][C:51]([CH2:50][N:47]2[CH2:48][CH2:49][N:45]([C@@H:3]([C:2]([CH3:62])([CH3:61])[CH3:1])[C:4]([NH:6][C@@H:7]([CH2:38][C:39]3[CH:44]=[CH:43][CH:42]=[CH:41][CH:40]=3)[C@@H:8]([OH:37])[CH2:9][C@@H:10]([NH:24][C:25]([C@@H:27]([NH:32][C:33](=[O:36])[O:34][CH3:35])[C:28]([CH3:30])([CH3:29])[CH3:31])=[O:26])[CH2:11][C:12]3[CH:17]=[CH:16][C:15]([C:18]4[CH:23]=[CH:22][CH:21]=[CH:20][N:19]=4)=[CH:14][CH:13]=3)=[O:5])[C:46]2=[O:60])=[CH:52][CH:53]=1. Reactant: [CH3:1][C:2]([CH3:62])([CH3:61])[C@H:3]([N:45]1[CH2:49][CH2:48][N:47]([CH2:50][C:51]2[CH:56]=[CH:55][C:54]([N+:57]([O-])=O)=[CH:53][CH:52]=2)[C:46]1=[O:60])[C:4]([NH:6][C@@H:7]([CH2:38][C:39]1[CH:44]=[CH:43][CH:42]=[CH:41][CH:40]=1)[C@@H:8]([OH:37])[CH2:9][C@@H:10]([NH:24][C:25]([C@@H:27]([NH:32][C:33](=[O:36])[O:34][CH3:35])[C:28]([CH3:31])([CH3:30])[CH3:29])=[O:26])[CH2:11][C:12]1[CH:17]=[CH:16][C:15]([C:18]2[CH:23]=[CH:22][CH:21]=[CH:20][N:19]=2)=[CH:14][CH:13]=1)=[O:5]. The catalyst class is: 29.